From a dataset of Full USPTO retrosynthesis dataset with 1.9M reactions from patents (1976-2016). Predict the reactants needed to synthesize the given product. Given the product [NH2:31][C:22]1[N:21]=[C:20]([CH2:19][N:13]2[C:14]([CH3:18])([CH3:17])[C:15](=[O:16])[N:11]([C:8]3[CH:9]=[CH:10][C:5]([C:1]([CH3:3])([CH3:2])[CH3:4])=[CH:6][CH:7]=3)[C:12]2=[O:30])[CH:25]=[CH:24][N:23]=1, predict the reactants needed to synthesize it. The reactants are: [C:1]([C:5]1[CH:10]=[CH:9][C:8]([N:11]2[C:15](=[O:16])[C:14]([CH3:18])([CH3:17])[N:13]([CH2:19][C:20]3[CH:25]=[CH:24][N:23]=[C:22](S(C)(=O)=O)[N:21]=3)[C:12]2=[O:30])=[CH:7][CH:6]=1)([CH3:4])([CH3:3])[CH3:2].[NH3:31].